This data is from Forward reaction prediction with 1.9M reactions from USPTO patents (1976-2016). The task is: Predict the product of the given reaction. Given the reactants C([O:3][C:4]([C:6]1([NH:11][C:12]([CH:14]2[CH2:18][CH:17]([OH:19])[CH2:16][CH:15]2[C:20](=[O:29])[N:21]([CH2:23][CH2:24][CH2:25][CH2:26][CH:27]=[CH2:28])[CH3:22])=[O:13])[CH2:8][CH:7]1[CH:9]=[CH2:10])=[O:5])C.[Li+].[OH-].Cl, predict the reaction product. The product is: [CH2:23]([N:21]([CH3:22])[C:20]([CH:15]1[CH2:16][CH:17]([OH:19])[CH2:18][CH:14]1[C:12]([NH:11][C:6]1([C:4]([OH:5])=[O:3])[CH2:8][CH:7]1[CH:9]=[CH2:10])=[O:13])=[O:29])[CH2:24][CH2:25][CH2:26][CH:27]=[CH2:28].